Task: Regression. Given a peptide amino acid sequence and an MHC pseudo amino acid sequence, predict their binding affinity value. This is MHC class I binding data.. Dataset: Peptide-MHC class I binding affinity with 185,985 pairs from IEDB/IMGT The peptide sequence is LALVAAFAL. The MHC is H-2-Db with pseudo-sequence H-2-Db. The binding affinity (normalized) is 0.